Task: Regression. Given two drug SMILES strings and cell line genomic features, predict the synergy score measuring deviation from expected non-interaction effect.. Dataset: NCI-60 drug combinations with 297,098 pairs across 59 cell lines (1) Drug 2: C#CCC(CC1=CN=C2C(=N1)C(=NC(=N2)N)N)C3=CC=C(C=C3)C(=O)NC(CCC(=O)O)C(=O)O. Drug 1: COC1=NC(=NC2=C1N=CN2C3C(C(C(O3)CO)O)O)N. Cell line: SK-MEL-28. Synergy scores: CSS=31.4, Synergy_ZIP=-6.17, Synergy_Bliss=-8.91, Synergy_Loewe=-7.21, Synergy_HSA=-6.62. (2) Drug 1: CN(C(=O)NC(C=O)C(C(C(CO)O)O)O)N=O. Drug 2: C1CNP(=O)(OC1)N(CCCl)CCCl. Cell line: A549. Synergy scores: CSS=-4.99, Synergy_ZIP=0.499, Synergy_Bliss=-3.87, Synergy_Loewe=-6.73, Synergy_HSA=-7.60. (3) Drug 1: CCC1=CC2CC(C3=C(CN(C2)C1)C4=CC=CC=C4N3)(C5=C(C=C6C(=C5)C78CCN9C7C(C=CC9)(C(C(C8N6C)(C(=O)OC)O)OC(=O)C)CC)OC)C(=O)OC. Drug 2: CN1C(=O)N2C=NC(=C2N=N1)C(=O)N. Cell line: NCIH23. Synergy scores: CSS=54.4, Synergy_ZIP=-2.30, Synergy_Bliss=-3.28, Synergy_Loewe=-6.03, Synergy_HSA=-1.10. (4) Drug 1: C1=CC(=CC=C1CCCC(=O)O)N(CCCl)CCCl. Drug 2: CN1C(=O)N2C=NC(=C2N=N1)C(=O)N. Cell line: SK-OV-3. Synergy scores: CSS=11.6, Synergy_ZIP=-3.24, Synergy_Bliss=-1.79, Synergy_Loewe=-5.93, Synergy_HSA=-3.59.